Predict which catalyst facilitates the given reaction. From a dataset of Catalyst prediction with 721,799 reactions and 888 catalyst types from USPTO. (1) Reactant: Cl[C:2]1[CH:8]=[C:7]([S:9]([CH3:12])(=[O:11])=[O:10])[CH:6]=[C:5]([I:13])[C:3]=1[NH2:4].[F:14]C1C=C(S(C)(=O)=O)C=CC=1N.[B-](F)(F)(F)F.C1C=CN=CC=1.C1C=CN=CC=1.[IH2+].FC(F)(F)S(O)(=O)=O. Product: [F:14][C:2]1[CH:8]=[C:7]([S:9]([CH3:12])(=[O:11])=[O:10])[CH:6]=[C:5]([I:13])[C:3]=1[NH2:4]. The catalyst class is: 46. (2) Reactant: [CH2:1]([S-:3])[CH3:2].[Na+].ClN([C:14]1[C:23]2[C:18](=[CH:19][C:20]([O:26][CH2:27][CH2:28][CH2:29]Cl)=[C:21]([O:24][CH3:25])[CH:22]=2)[N:17]=[CH:16][N:15]=1)C1C=CC=CC=1F. Product: [CH2:1]([S:3][CH2:29][CH2:28][CH2:27][O:26][C:20]1[CH:19]=[C:18]2[C:23]([CH:14]=[N:15][CH:16]=[N:17]2)=[CH:22][C:21]=1[O:24][CH3:25])[CH3:2]. The catalyst class is: 18. (3) Reactant: [NH2:1][C:2]1[N:7]=[CH:6][N:5]=[C:4]2[N:8]([CH:12]3[CH2:15][N:14]([C:16]([O:18][C:19]([CH3:22])([CH3:21])[CH3:20])=[O:17])[CH2:13]3)[N:9]=[C:10](I)[C:3]=12.[C:23]1([OH:29])[CH:28]=[CH:27][CH:26]=[CH:25][CH:24]=1.C(=O)([O-])[O-].[Cs+].[Cs+].Cl.CN(C)CC(O)=O. Product: [C:19]([O:18][C:16]([N:14]1[CH2:15][CH:12]([N:8]2[C:4]3=[N:5][CH:6]=[N:7][C:2]([NH2:1])=[C:3]3[C:10]([O:29][C:23]3[CH:28]=[CH:27][CH:26]=[CH:25][CH:24]=3)=[N:9]2)[CH2:13]1)=[O:17])([CH3:22])([CH3:21])[CH3:20]. The catalyst class is: 321. (4) Reactant: I[CH2:2][CH2:3][C:4]([C:7]([C:10]([C:13]([C:16]([C:19]([CH2:22][CH2:23][I:24])([F:21])[F:20])([F:18])[F:17])([F:15])[F:14])([F:12])[F:11])([F:9])[F:8])([F:6])[F:5].[OH-].[K+]. The catalyst class is: 8. Product: [I:24][CH2:23][CH2:22][C:19]([C:16]([C:13]([C:10]([C:7]([C:4]([CH:3]=[CH2:2])([F:5])[F:6])([F:8])[F:9])([F:11])[F:12])([F:15])[F:14])([F:18])[F:17])([F:21])[F:20]. (5) Reactant: [CH:1]([N:4]1[C:9](=[O:10])[CH:8]=[CH:7][C:6]([C:11]2[CH:12]=[C:13]([O:23][CH2:24][CH2:25][CH2:26][N:27]3C(=O)C4C(=CC=CC=4)C3=O)[CH:14]=[N:15][C:16]=2[C:17]2[CH:22]=[CH:21][CH:20]=[CH:19][CH:18]=2)=[N:5]1)([CH3:3])[CH3:2].O.NN.C([O-])(O)=O.[Na+].[ClH:46]. Product: [ClH:46].[ClH:46].[NH2:27][CH2:26][CH2:25][CH2:24][O:23][C:13]1[CH:12]=[C:11]([C:6]2[CH:7]=[CH:8][C:9](=[O:10])[N:4]([CH:1]([CH3:2])[CH3:3])[N:5]=2)[C:16]([C:17]2[CH:22]=[CH:21][CH:20]=[CH:19][CH:18]=2)=[N:15][CH:14]=1. The catalyst class is: 351.